From a dataset of Retrosynthesis with 50K atom-mapped reactions and 10 reaction types from USPTO. Predict the reactants needed to synthesize the given product. (1) Given the product O=C(Cc1ccc2cc[nH]c2c1)NCC#Cc1ccc(OC(F)(F)F)cc1, predict the reactants needed to synthesize it. The reactants are: C#CCNC(=O)Cc1ccc2cc[nH]c2c1.FC(F)(F)Oc1ccc(I)cc1. (2) Given the product CCOC(=O)N1CC2Cc3cc(C)sc3C2C1, predict the reactants needed to synthesize it. The reactants are: CCOC(=O)N1CC2Cc3cc(CO)sc3C2C1. (3) Given the product Cc1cc(C2(c3cccc(C#N)c3)N=C(N)c3ncccc32)cc(C2CC2)c1OC(F)F, predict the reactants needed to synthesize it. The reactants are: Cc1cc(C2(c3cccc(Br)c3)N=C(N)c3ncccc32)cc(C2CC2)c1OC(F)F.[C-]#N.